Dataset: CYP2D6 inhibition data for predicting drug metabolism from PubChem BioAssay. Task: Regression/Classification. Given a drug SMILES string, predict its absorption, distribution, metabolism, or excretion properties. Task type varies by dataset: regression for continuous measurements (e.g., permeability, clearance, half-life) or binary classification for categorical outcomes (e.g., BBB penetration, CYP inhibition). Dataset: cyp2d6_veith. (1) The compound is CC(C)NC(=O)N1CCN(c2ccncc2S(=O)(=O)N2CCOCC2)CC1. The result is 0 (non-inhibitor). (2) The compound is O=c1c(C=Nc2cccc(C(F)(F)F)c2)c[nH]n1-c1cccc(Cl)n1. The result is 0 (non-inhibitor). (3) The compound is COC(=O)N1CCC2(CC1)CCN(c1ccccc1)CC2. The result is 0 (non-inhibitor).